From a dataset of Catalyst prediction with 721,799 reactions and 888 catalyst types from USPTO. Predict which catalyst facilitates the given reaction. (1) Product: [Cl:31][C:28]1[N:27]=[C:25]([NH:26][CH:34]2[CH2:38][CH2:37][CH2:36][CH2:35]2)[C:24]2[N:23]=[CH:22][N:21]([C:30]=2[N:29]=1)[C@@H:6]1[O:7][C@H:8]([CH2:15][OH:16])[C@@H:9]([OH:10])[C@H:5]1[OH:33]. Reactant: C(O[C@@:5]1([OH:33])[C@:9](OC(=O)C)([OH:10])[C@@H:8]([CH:15](OC(=O)C)[OH:16])[O:7][C@H:6]1[N:21]1[C:30]2[C:24]([C:25](Cl)([N:27]=[C:28]([Cl:31])[N:29]=2)[NH2:26])=[N:23][CH2:22]1)(=O)C.[CH:34]1(N)[CH2:38][CH2:37][CH2:36][CH2:35]1.C(O)C. The catalyst class is: 84. (2) The catalyst class is: 5. Product: [Br:1][C:2]1[C:3]([CH2:8][OH:9])=[N:4][CH:5]=[CH:6][CH:7]=1. Reactant: [Br:1][C:2]1[C:3]([C:8](OC)=[O:9])=[N:4][CH:5]=[CH:6][CH:7]=1.[BH4-].[Na+]. (3) Reactant: [C:1]1([S:7]([C:10]2[CH:19]=[C:18]3[C:13]([C:14](=[O:20])[CH2:15][CH2:16][O:17]3)=[CH:12][CH:11]=2)(=[O:9])=[O:8])[CH:6]=[CH:5][CH:4]=[CH:3][CH:2]=1.[Na]. Product: [C:1]1([S:7]([C:10]2[CH:19]=[C:18]3[C:13]([CH:14]([OH:20])[CH2:15][CH2:16][O:17]3)=[CH:12][CH:11]=2)(=[O:9])=[O:8])[CH:2]=[CH:3][CH:4]=[CH:5][CH:6]=1. The catalyst class is: 5. (4) Reactant: Br[C:2]1[CH:10]=[C:9]2[C:5]([CH:6]=[CH:7][NH:8]2)=[CH:4][CH:3]=1.[CH:11]([C:13]1[CH:18]=[CH:17][C:16](B(O)O)=[CH:15][CH:14]=1)=[O:12].C([O-])([O-])=O.[Na+].[Na+].O. Product: [NH:8]1[C:9]2[C:5](=[CH:4][CH:3]=[C:2]([C:16]3[CH:17]=[CH:18][C:13]([CH:11]=[O:12])=[CH:14][CH:15]=3)[CH:10]=2)[CH:6]=[CH:7]1. The catalyst class is: 77.